Dataset: Plasma protein binding rate (PPBR) regression data from AstraZeneca. Task: Regression/Classification. Given a drug SMILES string, predict its absorption, distribution, metabolism, or excretion properties. Task type varies by dataset: regression for continuous measurements (e.g., permeability, clearance, half-life) or binary classification for categorical outcomes (e.g., BBB penetration, CYP inhibition). For this dataset (ppbr_az), we predict Y. The compound is CCCCNc1cc(C(=O)O)cc(S(N)(=O)=O)c1Oc1ccccc1. The Y is 98.4 %.